Dataset: Forward reaction prediction with 1.9M reactions from USPTO patents (1976-2016). Task: Predict the product of the given reaction. (1) Given the reactants FC(F)(F)C(O)=O.[F:8][C:9]1[CH:10]=[C:11]([CH2:16][C@H:17]([NH:38]C(=O)OCC2C=CC=CC=2)[C@H:18]([OH:37])[CH2:19][NH:20][CH2:21][C:22]2[CH:27]=[C:26]([C:28]([F:31])([F:30])[F:29])[CH:25]=[CH:24][C:23]=2[CH2:32][CH2:33][CH2:34][CH:35]=[CH2:36])[CH:12]=[C:13]([F:15])[CH:14]=1.O.[OH-].[Ba+2].[OH-], predict the reaction product. The product is: [NH2:38][C@@H:17]([CH2:16][C:11]1[CH:12]=[C:13]([F:15])[CH:14]=[C:9]([F:8])[CH:10]=1)[C@H:18]([OH:37])[CH2:19][NH:20][CH2:21][C:22]1[CH:27]=[C:26]([C:28]([F:29])([F:30])[F:31])[CH:25]=[CH:24][C:23]=1[CH2:32][CH2:33][CH2:34][CH:35]=[CH2:36]. (2) Given the reactants [NH2:1][C:2]1[N:3]=[CH:4][C:5]([N:8]2[CH2:13][CH2:12][N:11]([C:14]([O:16][C:17]([CH3:20])([CH3:19])[CH3:18])=[O:15])[CH2:10][C@@H:9]2[CH3:21])=[N:6][CH:7]=1.Br[C:23]1[C:24](=[O:31])[N:25]([CH3:30])[CH:26]=[C:27]([Br:29])[CH:28]=1.CC1(C)C2C(=C(P(C3C=CC=CC=3)C3C=CC=CC=3)C=CC=2)OC2C(P(C3C=CC=CC=3)C3C=CC=CC=3)=CC=CC1=2.C([O-])([O-])=O.[Cs+].[Cs+], predict the reaction product. The product is: [Br:29][C:27]1[CH:28]=[C:23]([NH:1][C:2]2[N:3]=[CH:4][C:5]([N:8]3[CH2:13][CH2:12][N:11]([C:14]([O:16][C:17]([CH3:20])([CH3:19])[CH3:18])=[O:15])[CH2:10][C@@H:9]3[CH3:21])=[N:6][CH:7]=2)[C:24](=[O:31])[N:25]([CH3:30])[CH:26]=1.